This data is from NCI-60 drug combinations with 297,098 pairs across 59 cell lines. The task is: Regression. Given two drug SMILES strings and cell line genomic features, predict the synergy score measuring deviation from expected non-interaction effect. (1) Drug 1: CC12CCC3C(C1CCC2=O)CC(=C)C4=CC(=O)C=CC34C. Drug 2: C1=CC(=CC=C1CC(C(=O)O)N)N(CCCl)CCCl.Cl. Cell line: KM12. Synergy scores: CSS=47.4, Synergy_ZIP=2.19, Synergy_Bliss=2.11, Synergy_Loewe=3.02, Synergy_HSA=3.25. (2) Drug 1: CCC1(CC2CC(C3=C(CCN(C2)C1)C4=CC=CC=C4N3)(C5=C(C=C6C(=C5)C78CCN9C7C(C=CC9)(C(C(C8N6C)(C(=O)OC)O)OC(=O)C)CC)OC)C(=O)OC)O.OS(=O)(=O)O. Drug 2: C1=NC2=C(N=C(N=C2N1C3C(C(C(O3)CO)O)F)Cl)N. Cell line: UO-31. Synergy scores: CSS=4.20, Synergy_ZIP=-1.43, Synergy_Bliss=0.728, Synergy_Loewe=-0.214, Synergy_HSA=0.374. (3) Drug 1: C1CNP(=O)(OC1)N(CCCl)CCCl. Drug 2: N.N.Cl[Pt+2]Cl. Cell line: 786-0. Synergy scores: CSS=58.8, Synergy_ZIP=-0.970, Synergy_Bliss=-0.364, Synergy_Loewe=-38.1, Synergy_HSA=-0.750.